From a dataset of Reaction yield outcomes from USPTO patents with 853,638 reactions. Predict the reaction yield, written as a fraction of the theoretical maximum amount of product (1.0 means a 100% yield; for example, 0.34 means a 34% yield). (1) The reactants are [CH3:1][S:2][C:3]1[C:4]([C:8]2[CH:9]=[N:10][CH:11]=[CH:12][CH:13]=2)=[N:5][NH:6][CH:7]=1.[C:14]1([C:20]2(CCC)C=CC=C(SSCCC)[CH2:21]2)[CH:19]=[CH:18][CH:17]=[CH:16][CH:15]=1.BrC1C(C2C=NC=CC=2)=NNC=1. The catalyst is C(OCC)(=O)C. The product is [C:14]1([CH2:20][CH2:21][CH2:1][S:2][C:3]2[C:4]([C:8]3[CH:9]=[N:10][CH:11]=[CH:12][CH:13]=3)=[N:5][NH:6][CH:7]=2)[CH:19]=[CH:18][CH:17]=[CH:16][CH:15]=1. The yield is 0.220. (2) The product is [Cl:2][C:3]1[CH:20]=[CH:19][C:6]([O:7][C:8]2[CH:13]=[CH:12][C:11]([CH2:14][CH2:15][C:16]3[NH:17][CH:28]=[C:27]([CH2:32][C:33]4[CH:34]=[N:35][C:36]([O:39][CH3:40])=[N:37][CH:38]=4)[C:26](=[O:25])[N:18]=3)=[CH:10][CH:9]=2)=[CH:5][C:4]=1[C:21]([F:22])([F:23])[F:24]. The catalyst is C1(C)C=CC=CC=1. The yield is 0.420. The reactants are Cl.[Cl:2][C:3]1[CH:20]=[CH:19][C:6]([O:7][C:8]2[CH:13]=[CH:12][C:11]([CH2:14][CH2:15][C:16](=[NH:18])[NH2:17])=[CH:10][CH:9]=2)=[CH:5][C:4]=1[C:21]([F:24])([F:23])[F:22].[OH:25][CH:26]=[C:27]([CH2:32][C:33]1[CH:34]=[N:35][C:36]([O:39][CH3:40])=[N:37][CH:38]=1)[C:28](OC)=O.C([O-])(=O)C.[K+]. (3) The reactants are [Br:1][C:2]1[CH:10]=[CH:9][C:8]2[NH:7][C:6]3[CH2:11][CH2:12][N:13]([C:15]([O:17][C:18]([CH3:21])([CH3:20])[CH3:19])=[O:16])[CH2:14][C:5]=3[C:4]=2[CH:3]=1.[OH-].[K+].[O:24]([CH2:31][CH:32]1[CH2:34][O:33]1)[C:25]1[CH:30]=[CH:29][CH:28]=[CH:27][CH:26]=1. The catalyst is CC(C)=O.CCOC(C)=O. The product is [Br:1][C:2]1[CH:10]=[CH:9][C:8]2[N:7]([CH2:34][CH:32]([OH:33])[CH2:31][O:24][C:25]3[CH:30]=[CH:29][CH:28]=[CH:27][CH:26]=3)[C:6]3[CH2:11][CH2:12][N:13]([C:15]([O:17][C:18]([CH3:21])([CH3:20])[CH3:19])=[O:16])[CH2:14][C:5]=3[C:4]=2[CH:3]=1. The yield is 0.210. (4) The reactants are C(OC([NH:11][CH2:12][CH2:13][CH2:14][C@@H:15]([NH:18][C:19](=[O:41])[CH2:20][C@H:21]([O:33][CH2:34][C:35]1[CH:40]=[CH:39][CH:38]=[CH:37][CH:36]=1)[CH2:22][CH2:23][CH2:24][CH2:25][CH2:26][CH2:27][CH2:28][CH2:29][CH2:30][CH2:31][CH3:32])[CH2:16][OH:17])=O)C1C=CC=CC=1.[CH2:42](Cl)[O:43][CH2:44][C:45]1[CH:50]=[CH:49][CH:48]=[CH:47][CH:46]=1.C(N(C(C)C)CC)(C)C. The catalyst is C(Cl)Cl. The product is [CH2:44]([O:43][CH2:42][O:17][CH2:16][C@H:15]([NH:18][C:19](=[O:41])[CH2:20][C@H:21]([O:33][CH2:34][C:35]1[CH:36]=[CH:37][CH:38]=[CH:39][CH:40]=1)[CH2:22][CH2:23][CH2:24][CH2:25][CH2:26][CH2:27][CH2:28][CH2:29][CH2:30][CH2:31][CH3:32])[CH2:14][CH2:13][CH2:12][NH2:11])[C:45]1[CH:50]=[CH:49][CH:48]=[CH:47][CH:46]=1. The yield is 0.980.